From a dataset of Forward reaction prediction with 1.9M reactions from USPTO patents (1976-2016). Predict the product of the given reaction. (1) Given the reactants [NH2:1][C:2]1[N:10]=[CH:9][N:8]=[C:7]2[C:3]=1[N:4]=[C:5]([S:17][C:18]1[NH:19][C:20]3[C:25]([CH:26]=1)=[CH:24][CH:23]=[CH:22][CH:21]=3)[N:6]2[CH2:11][CH2:12][O:13][C:14](=[O:16])[CH3:15].[H-].[Na+].I[CH2:30][CH2:31][CH3:32].CCOC(C)=O.C([O-])(O)=O.[Na+], predict the reaction product. The product is: [NH2:1][C:2]1[N:10]=[CH:9][N:8]=[C:7]2[C:3]=1[N:4]=[C:5]([S:17][C:18]1[N:19]([CH2:30][CH2:31][CH3:32])[C:20]3[C:25]([CH:26]=1)=[CH:24][CH:23]=[CH:22][CH:21]=3)[N:6]2[CH2:11][CH2:12][O:13][C:14](=[O:16])[CH3:15]. (2) The product is: [F:3][C:4]1[C:5]([C:10]2[CH:11]=[C:12]([CH:16]=[C:17]([C:19]3[CH:24]=[CH:23][C:22]([CH3:25])=[CH:21][N:20]=3)[CH:18]=2)[C:13]([NH:36][C@@H:34]([C:31]2[CH:30]=[CH:29][C:28]([F:27])=[CH:33][N:32]=2)[CH3:35])=[O:15])=[N:6][CH:7]=[CH:8][CH:9]=1. Given the reactants [Cl-].[Na+].[F:3][C:4]1[C:5]([C:10]2[CH:11]=[C:12]([CH:16]=[C:17]([C:19]3[CH:24]=[CH:23][C:22]([CH3:25])=[CH:21][N:20]=3)[CH:18]=2)[C:13]([OH:15])=O)=[N:6][CH:7]=[CH:8][CH:9]=1.Cl.[F:27][C:28]1[CH:29]=[CH:30][C:31]([C@H:34]([NH2:36])[CH3:35])=[N:32][CH:33]=1.C(Cl)CCl.C1C=CC2N(O)N=NC=2C=1.C(N(CC)CC)C, predict the reaction product. (3) Given the reactants [NH2:1][C:2]1[CH:7]=[C:6]([O:8][C:9]2[CH:14]=[CH:13][C:12]([NH2:15])=[C:11]([Cl:16])[CH:10]=2)[CH:5]=[CH:4][N:3]=1.CN([P+](ON1N=NC2C=CC=CC1=2)(N(C)C)N(C)C)C.F[P-](F)(F)(F)(F)F.C(N(CC)CC)C.[C:51]([O:55][C:56]([N:58]1[CH2:63][CH2:62][CH:61]([CH2:64][C:65](O)=[O:66])[CH2:60][CH2:59]1)=[O:57])([CH3:54])([CH3:53])[CH3:52], predict the reaction product. The product is: [C:51]([O:55][C:56]([N:58]1[CH2:63][CH2:62][CH:61]([CH2:64][C:65]([NH:1][C:2]2[CH:7]=[C:6]([O:8][C:9]3[CH:14]=[CH:13][C:12]([NH2:15])=[C:11]([Cl:16])[CH:10]=3)[CH:5]=[CH:4][N:3]=2)=[O:66])[CH2:60][CH2:59]1)=[O:57])([CH3:54])([CH3:53])[CH3:52]. (4) The product is: [CH3:52][O:53][C:54]([C:56]1[CH:61]=[C:60]([C:40]2[CH:39]=[N:38][C:37]([NH2:51])=[C:36]([C:28]3[S:27][C:31]4[CH:32]=[CH:33][CH:34]=[CH:35][C:30]=4[N:29]=3)[CH:41]=2)[CH:59]=[CH:58][N:57]=1)=[O:55]. Given the reactants COC(=O)C1C=CC(C2C=NC(N)=C(C3SC4C=CC=CC=4N=3)C=2)=CC=1.[S:27]1[C:31]2[CH:32]=[CH:33][CH:34]=[CH:35][C:30]=2[N:29]=[C:28]1[C:36]1[C:37]([NH2:51])=[N:38][CH:39]=[C:40](B2OC(C)(C)C(C)(C)O2)[CH:41]=1.[CH3:52][O:53][C:54]([C:56]1[CH:61]=[C:60](I)[CH:59]=[CH:58][N:57]=1)=[O:55].C([O-])([O-])=O.[Cs+].[Cs+], predict the reaction product. (5) Given the reactants [C:1]([O:5][C:6](=[O:18])[NH:7][C:8]1[CH:13]=[CH:12][C:11](I)=[CH:10][C:9]=1[N+:15]([O-:17])=[O:16])([CH3:4])([CH3:3])[CH3:2].[F:19][C:20]1[CH:25]=[CH:24][C:23]([F:26])=[CH:22][C:21]=1B(O)O, predict the reaction product. The product is: [C:1]([O:5][C:6](=[O:18])[NH:7][C:8]1[CH:13]=[CH:12][C:11]([C:24]2[CH:25]=[C:20]([F:19])[CH:21]=[CH:22][C:23]=2[F:26])=[CH:10][C:9]=1[N+:15]([O-:17])=[O:16])([CH3:4])([CH3:3])[CH3:2]. (6) Given the reactants [NH2:1][S:2]([NH:5][CH2:6][CH2:7][CH2:8][C@:9]([C@@H:18]1[CH2:23][CH2:22][CH2:21][N:20](C(OC(C)(C)C)=O)[CH2:19]1)([C:11]1[CH:16]=[CH:15][CH:14]=[C:13]([Cl:17])[CH:12]=1)[OH:10])(=[O:4])=[O:3].Cl, predict the reaction product. The product is: [NH2:1][S:2]([NH:5][CH2:6][CH2:7][CH2:8][C@@:9]([C:11]1[CH:16]=[CH:15][CH:14]=[C:13]([Cl:17])[CH:12]=1)([C@@H:18]1[CH2:23][CH2:22][CH2:21][NH:20][CH2:19]1)[OH:10])(=[O:3])=[O:4]. (7) The product is: [Cl:6][C:7]1[CH:8]=[CH:9][C:10]2[NH:16][C:15](=[S:48])[C@@H:14]([CH2:18][C:19]3[O:20][C:21]([CH2:24][CH2:25][CH2:26][C:27]([O:29][CH3:30])=[O:28])=[CH:22][N:23]=3)[O:13][C@H:12]([C:31]3[CH:36]=[CH:35][CH:34]=[C:33]([O:37][CH3:38])[C:32]=3[O:39][CH3:40])[C:11]=2[CH:41]=1. Given the reactants O1CCCC1.[Cl:6][C:7]1[CH:8]=[CH:9][C:10]2[NH:16][C:15](=O)[C@@H:14]([CH2:18][C:19]3[O:20][C:21]([CH2:24][CH2:25][CH2:26][C:27]([O:29][CH3:30])=[O:28])=[CH:22][N:23]=3)[O:13][C@H:12]([C:31]3[CH:36]=[CH:35][CH:34]=[C:33]([O:37][CH3:38])[C:32]=3[O:39][CH3:40])[C:11]=2[CH:41]=1.C(=O)([O-])O.[Na+].P12(SP3(SP(SP(S3)(S1)=S)(=S)S2)=S)=[S:48], predict the reaction product. (8) Given the reactants CN1C=CC(C(O)=O)=C1.[CH3:10][NH:11][C:12]([C:14]1[CH:18]=[CH:17][NH:16][CH:15]=1)=[O:13].[CH:19]1([N:23]2[CH2:28][CH2:27][CH:26]([O:29][C:30]3[CH:35]=[CH:34][C:33](I)=[CH:32][CH:31]=3)[CH2:25][CH2:24]2)[CH2:22]C[CH2:20]1.IC1C=CC(OC2CCN(C(C)C)CC2)=CC=1, predict the reaction product. The product is: [CH:19]([N:23]1[CH2:28][CH2:27][CH:26]([O:29][C:30]2[CH:31]=[CH:32][C:33]([N:16]3[CH:17]=[CH:18][C:14]([C:12]([NH:11][CH3:10])=[O:13])=[CH:15]3)=[CH:34][CH:35]=2)[CH2:25][CH2:24]1)([CH3:22])[CH3:20]. (9) The product is: [NH2:1][C:4]1[CH:9]=[CH:8][CH:7]=[CH:6][C:5]=1[C:10](=[O:42])[CH2:11][N:12]1[C:21](=[O:22])[C:20]2[N:19]([CH2:23]/[CH:24]=[CH:25]/[CH3:26])[C:18]([N:27]3[CH2:32][CH2:31][CH2:30][C@@H:29]([NH:33][C:34]([O:36][C:37]([CH3:39])([CH3:38])[CH3:40])=[O:35])[CH2:28]3)=[N:17][C:16]=2[N:15]([CH3:41])[C:13]1=[O:14]. Given the reactants [N+:1]([C:4]1[CH:9]=[CH:8][CH:7]=[CH:6][C:5]=1[C:10](=[O:42])[CH2:11][N:12]1[C:21](=[O:22])[C:20]2[N:19]([CH2:23]/[CH:24]=[CH:25]/[CH3:26])[C:18]([N:27]3[CH2:32][CH2:31][CH2:30][C@@H:29]([NH:33][C:34]([O:36][C:37]([CH3:40])([CH3:39])[CH3:38])=[O:35])[CH2:28]3)=[N:17][C:16]=2[N:15]([CH3:41])[C:13]1=[O:14])([O-])=O.O.C(O)(=O)C, predict the reaction product.